From a dataset of Full USPTO retrosynthesis dataset with 1.9M reactions from patents (1976-2016). Predict the reactants needed to synthesize the given product. Given the product [CH2:1]([O:9][C:10]1[CH:11]=[CH:12][C:13]([NH:16][CH:17]2[CH2:22][CH2:21][CH2:20][N:19]([CH2:25][CH2:24][C:23]([O:27][CH2:28][CH3:29])=[O:26])[CH2:18]2)=[N:14][CH:15]=1)[CH2:2][CH2:3][CH2:4][CH2:5][CH2:6][CH2:7][CH3:8], predict the reactants needed to synthesize it. The reactants are: [CH2:1]([O:9][C:10]1[CH:11]=[CH:12][C:13]([NH:16][CH:17]2[CH2:22][CH2:21][CH2:20][NH:19][CH2:18]2)=[N:14][CH:15]=1)[CH2:2][CH2:3][CH2:4][CH2:5][CH2:6][CH2:7][CH3:8].[C:23]([O:27][CH2:28][CH3:29])(=[O:26])[CH:24]=[CH2:25].C([O-])([O-])=O.[Cs+].[Cs+].